Predict the reaction yield, written as a fraction of the theoretical maximum amount of product (1.0 means a 100% yield; for example, 0.34 means a 34% yield). From a dataset of Reaction yield outcomes from USPTO patents with 853,638 reactions. The reactants are [N+:1]([O-:4])(O)=[O:2].[CH3:5][C:6]1[N:14]=[C:13]([CH3:15])[CH:12]=[C:11]([OH:16])[C:7]=1[C:8]([OH:10])=[O:9]. The catalyst is S(=O)(=O)(O)O. The product is [CH3:5][C:6]1[N:14]=[C:13]([CH3:15])[C:12]([N+:1]([O-:4])=[O:2])=[C:11]([OH:16])[C:7]=1[C:8]([OH:10])=[O:9]. The yield is 0.770.